This data is from Reaction yield outcomes from USPTO patents with 853,638 reactions. The task is: Predict the reaction yield, written as a fraction of the theoretical maximum amount of product (1.0 means a 100% yield; for example, 0.34 means a 34% yield). (1) The reactants are Br[C:2]1[CH:3]=[CH:4][C:5]([O:12][CH3:13])=[C:6]([CH:11]=1)[CH2:7][N:8]([CH3:10])[CH3:9].[CH2:14]([O:18]C=C)[CH2:15]CC.C1(P(C2C=CC=CC=2)CCCP(C2C=CC=CC=2)C2C=CC=CC=2)C=CC=CC=1.C(=O)([O-])[O-].[K+].[K+].Cl. The catalyst is CN(C=O)C.C([O-])(=O)C.[Pd+2].C([O-])(=O)C.O. The product is [CH3:9][N:8]([CH2:7][C:6]1[CH:11]=[C:2]([C:14](=[O:18])[CH3:15])[CH:3]=[CH:4][C:5]=1[O:12][CH3:13])[CH3:10]. The yield is 0.420. (2) The reactants are [F:1][C:2]([F:21])([C:11]1[CH:16]=[CH:15][C:14]([C:17]([F:20])([F:19])[F:18])=[CH:13][CH:12]=1)[C:3]([C:5]1[CH:10]=[CH:9][CH:8]=[CH:7][CH:6]=1)=[O:4].[CH3:22][Mg+].[Br-]. The catalyst is CCOCC. The product is [F:1][C:2]([F:21])([C:11]1[CH:16]=[CH:15][C:14]([C:17]([F:18])([F:19])[F:20])=[CH:13][CH:12]=1)[C:3]([C:5]1[CH:6]=[CH:7][CH:8]=[CH:9][CH:10]=1)([OH:4])[CH3:22]. The yield is 0.850. (3) The reactants are [N+]([C:4]1[S:8][C:7]([C:9]#[N:10])=[CH:6][CH:5]=1)([O-])=O.[Cl:11][C:12]1[CH:13]=[C:14]([OH:18])[CH:15]=[CH:16][CH:17]=1.C(=O)([O-])[O-].[K+].[K+].O. The catalyst is CS(C)=O. The product is [Cl:11][C:12]1[CH:13]=[C:14]([CH:15]=[CH:16][CH:17]=1)[O:18][C:4]1[S:8][C:7]([C:9]#[N:10])=[CH:6][CH:5]=1. The yield is 0.730. (4) The reactants are Br[CH2:2][CH2:3][CH2:4][O:5][C:6]1[CH:11]=[CH:10][C:9]([C:12]2([C:18]#[N:19])[CH2:17][CH2:16]C[CH2:14][CH2:13]2)=[CH:8][CH:7]=1.ClCCC[O:24]C1C=CC(C2(C#N)CCCCC2)=CC=1.[CH:39]([N:42](CC)[CH:43]([CH3:45])[CH3:44])([CH3:41])[CH3:40].C[C@@H]1CC[C@H](C)N1. The catalyst is CN1C(=O)CCC1. The product is [CH3:45][C@@H:43]1[CH2:44][CH2:41][C@H:39]([CH3:40])[N:42]1[CH2:2][CH2:3][CH2:4][O:5][C:6]1[CH:7]=[CH:8][C:9]([C:12]2([C:18]#[N:19])[CH2:13][CH2:14][O:24][CH2:16][CH2:17]2)=[CH:10][CH:11]=1. The yield is 0.280. (5) The reactants are [NH2:1][C:2]1[S:6][C:5]([O:7][C:8]2[CH:9]=[C:10]([Cl:24])[C:11]3[CH:15]([CH2:16][C:17]([O:19]CC)=[O:18])[O:14][B:13]([OH:22])[C:12]=3[CH:23]=2)=[N:4][N:3]=1.[Li+].[OH-].Cl. The catalyst is C1COCC1.O. The product is [NH2:1][C:2]1[S:6][C:5]([O:7][C:8]2[CH:9]=[C:10]([Cl:24])[C:11]3[CH:15]([CH2:16][C:17]([OH:19])=[O:18])[O:14][B:13]([OH:22])[C:12]=3[CH:23]=2)=[N:4][N:3]=1. The yield is 0.0500.